Dataset: Forward reaction prediction with 1.9M reactions from USPTO patents (1976-2016). Task: Predict the product of the given reaction. (1) Given the reactants [CH3:1][O:2][C:3]([C:5]1([N:9]2[CH:13]=[C:12]([N+:14]([O-])=O)[N:11]=[CH:10]2)[CH2:8][CH2:7][CH2:6]1)=[O:4].[F:17][C:18]1[CH:19]=[C:20]([CH2:25][C:26]([NH:28][CH:29]([CH2:33][CH2:34][CH3:35])[C:30](O)=[O:31])=[O:27])[CH:21]=[C:22]([F:24])[CH:23]=1, predict the reaction product. The product is: [CH3:1][O:2][C:3]([C:5]1([N:9]2[CH:13]=[C:12]([NH:14][C:30](=[O:31])[CH:29]([NH:28][C:26](=[O:27])[CH2:25][C:20]3[CH:21]=[C:22]([F:24])[CH:23]=[C:18]([F:17])[CH:19]=3)[CH2:33][CH2:34][CH3:35])[N:11]=[CH:10]2)[CH2:8][CH2:7][CH2:6]1)=[O:4]. (2) Given the reactants [CH3:1][C:2]1[CH:3]=[C:4]([NH2:10])[C:5]([NH2:9])=[CH:6][C:7]=1[CH3:8].[NH2:11][C:12]1[CH:20]=[CH:19][C:15]([C:16](O)=O)=[C:14]([OH:21])[CH:13]=1.O, predict the reaction product. The product is: [NH2:11][C:12]1[CH:20]=[CH:19][C:15]([C:16]2[NH:10][C:4]3[CH:3]=[C:2]([CH3:1])[C:7]([CH3:8])=[CH:6][C:5]=3[N:9]=2)=[C:14]([OH:21])[CH:13]=1. (3) Given the reactants [C:1]([NH:4][C:5]1[S:6][CH:7]=[CH:8][C:9]=1[C:10]#[N:11])(=[O:3])[CH3:2].[Br:12]N1C(=O)CCC1=O, predict the reaction product. The product is: [C:1]([NH:4][C:5]1[S:6][C:7]([Br:12])=[CH:8][C:9]=1[C:10]#[N:11])(=[O:3])[CH3:2]. (4) Given the reactants [NH2:1][C:2]1[C:11]2[C:6](=[C:7](Br)[CH:8]=[CH:9][CH:10]=2)[N:5]=[N:4][C:3]=1[C:13]([NH:15][CH2:16][CH2:17][CH3:18])=[O:14].[CH3:19][O:20][C:21]1[C:26]([CH3:27])=[CH:25][C:24](B(O)O)=[CH:23][C:22]=1[CH3:31], predict the reaction product. The product is: [NH2:1][C:2]1[C:11]2[C:6](=[C:7]([C:24]3[CH:25]=[C:26]([CH3:27])[C:21]([O:20][CH3:19])=[C:22]([CH3:31])[CH:23]=3)[CH:8]=[CH:9][CH:10]=2)[N:5]=[N:4][C:3]=1[C:13]([NH:15][CH2:16][CH2:17][CH3:18])=[O:14].